This data is from Forward reaction prediction with 1.9M reactions from USPTO patents (1976-2016). The task is: Predict the product of the given reaction. Given the reactants Br[C:2]1[CH:3]=[CH:4][C:5]2[O:9][C:8]3[CH:10]=[CH:11][C:12]([C:14]4[CH:19]=[CH:18][C:17]([C:20]5[N:24]([C:25]6[CH:30]=[CH:29][CH:28]=[CH:27][CH:26]=6)[C:23]6[CH:31]=[CH:32][CH:33]=[CH:34][C:22]=6[N:21]=5)=[CH:16][CH:15]=4)=[CH:13][C:7]=3[C:6]=2[CH:35]=1.CC1(C)C(C)(C)OB([C:44]2[CH:49]=[CH:48][C:47]([N:50]3[C:62]4[CH:61]=[CH:60][CH:59]=[CH:58][C:57]=4[C:56]4[C:51]3=[CH:52][CH:53]=[CH:54][CH:55]=4)=CC=2)O1.C(=O)([O-])[O-].[K+].[K+].O1CCO[CH2:72][CH2:71]1, predict the reaction product. The product is: [C:25]1([N:24]2[C:23]3[CH:31]=[CH:32][CH:33]=[CH:34][C:22]=3[N:21]=[C:20]2[C:17]2[CH:18]=[CH:19][C:14]([C:12]3[CH:11]=[CH:10][C:8]4[O:9][C:5]5[CH:4]=[CH:3][C:2]([C:59]6[CH:60]=[CH:61][C:62]([N:50]7[C:47]8[CH:48]=[CH:49][CH:44]=[CH:72][C:71]=8[C:56]8[C:51]7=[CH:52][CH:53]=[CH:54][CH:55]=8)=[CH:57][CH:58]=6)=[CH:35][C:6]=5[C:7]=4[CH:13]=3)=[CH:15][CH:16]=2)[CH:26]=[CH:27][CH:28]=[CH:29][CH:30]=1.